This data is from Catalyst prediction with 721,799 reactions and 888 catalyst types from USPTO. The task is: Predict which catalyst facilitates the given reaction. (1) Reactant: C[O:2][C:3]([C:5]1[S:6][C:7]([C:28]2[CH:33]=[CH:32][CH:31]=[CH:30][CH:29]=2)=[CH:8][C:9]=1[N:10]([CH:20]1[CH2:25][CH2:24][N:23]([C:26]#[N:27])[CH2:22][CH2:21]1)[C:11]([CH:13]1[CH2:18][CH2:17][CH:16]([CH3:19])[CH2:15][CH2:14]1)=[O:12])=[O:4].O.O[Li].O. Product: [C:26]([N:23]1[CH2:22][CH2:21][CH:20]([N:10]([C:11]([CH:13]2[CH2:14][CH2:15][CH:16]([CH3:19])[CH2:17][CH2:18]2)=[O:12])[C:9]2[CH:8]=[C:7]([C:28]3[CH:33]=[CH:32][CH:31]=[CH:30][CH:29]=3)[S:6][C:5]=2[C:3]([OH:4])=[O:2])[CH2:25][CH2:24]1)#[N:27]. The catalyst class is: 12. (2) Reactant: [C:1]1([CH3:15])[CH:6]=[C:5]([CH3:7])[CH:4]=[C:3]([CH3:8])[C:2]=1[C:9](=[C:13]=[O:14])[C:10](Cl)=[O:11].[CH2:16]([O:23][CH2:24][CH2:25][C:26]([O:28][Si](C)(C)C)=[CH2:27])[C:17]1[CH:22]=[CH:21][CH:20]=[CH:19][CH:18]=1. Product: [CH2:16]([O:23][CH2:24][CH2:25][C:26]1[O:28][C:10](=[O:11])[C:9]([C:2]2[C:3]([CH3:8])=[CH:4][C:5]([CH3:7])=[CH:6][C:1]=2[CH3:15])=[C:13]([OH:14])[CH:27]=1)[C:17]1[CH:22]=[CH:21][CH:20]=[CH:19][CH:18]=1. The catalyst class is: 113. (3) Product: [C:1]1([C:7]2[N:17]=[C:18]([SH:19])[NH:20][C:9]=2[C:11]2[CH:16]=[CH:15][CH:14]=[CH:13][CH:12]=2)[CH:6]=[CH:5][CH:4]=[CH:3][CH:2]=1. Reactant: [C:1]1([C:7]([CH:9]([C:11]2[CH:16]=[CH:15][CH:14]=[CH:13][CH:12]=2)O)=O)[CH:6]=[CH:5][CH:4]=[CH:3][CH:2]=1.[NH2:17][C:18]([NH2:20])=[S:19].C(O)C. The catalyst class is: 9. (4) Product: [CH:1]1([C:4]2[N:8]=[C:9]3[CH:14]=[CH:13][C:12]([N+:15]([O-:17])=[O:16])=[CH:11][N:10]3[C:5]=2[CH3:6])[CH2:3][CH2:2]1. The catalyst class is: 13. Reactant: [CH:1]1([C:4](=O)[CH2:5][CH3:6])[CH2:3][CH2:2]1.[NH2:8][C:9]1[CH:14]=[CH:13][C:12]([N+:15]([O-:17])=[O:16])=[CH:11][N:10]=1. (5) Reactant: [C:1]([N:8]1[CH2:13][CH2:12][CH2:11][C@@H:10]([OH:14])[CH2:9]1)([O:3][C:4]([CH3:7])([CH3:6])[CH3:5])=[O:2].[CH3:15][S:16](O[S:16]([CH3:15])(=[O:18])=[O:17])(=[O:18])=[O:17]. Product: [C:1]([N:8]1[CH2:13][CH2:12][CH2:11][C@@H:10]([O:14][S:16]([CH3:15])(=[O:18])=[O:17])[CH2:9]1)([O:3][C:4]([CH3:7])([CH3:6])[CH3:5])=[O:2]. The catalyst class is: 298.